Dataset: Forward reaction prediction with 1.9M reactions from USPTO patents (1976-2016). Task: Predict the product of the given reaction. (1) Given the reactants [N:1]1([C:7]2[CH:12]=[CH:11][C:10]([S:13]([NH:16][C:17]3[S:21][N:20]=[CH:19][N:18]=3)(=[O:15])=[O:14])=[CH:9][CH:8]=2)[CH2:6]CNC[CH2:2]1.CN(C(ON1N=N[C:32]2[CH:33]=CC=N[C:31]1=2)=[N+](C)C)C.[F:39][P-](F)(F)(F)(F)F.[CH:46]([N:49]([CH2:53][CH3:54])[CH:50]([CH3:52])[CH3:51])([CH3:48])C.[CH3:55][N:56]([CH:58]=[O:59])[CH3:57], predict the reaction product. The product is: [F:39][C:33]1[CH:32]=[CH:31][CH:51]=[C:50]2[C:52]=1[CH:48]=[CH:46][N:49]2[C@H:53]([CH3:54])[C:58]([N:56]1[CH2:57][CH2:2][N:1]([C:7]2[CH:8]=[CH:9][C:10]([S:13]([NH:16][C:17]3[S:21][N:20]=[CH:19][N:18]=3)(=[O:14])=[O:15])=[CH:11][CH:12]=2)[CH2:6][CH2:55]1)=[O:59]. (2) Given the reactants [CH2:1]([N:8]1[CH2:13][CH2:12][NH:11][C@H:10]([CH2:14][C:15]2[CH:20]=[CH:19][CH:18]=[CH:17][CH:16]=2)[CH2:9]1)[C:2]1[CH:7]=[CH:6][CH:5]=[CH:4][CH:3]=1.[Br:21][C:22]1[CH:26]=[CH:25][S:24][C:23]=1[C:27](O)=[O:28].CCN=C=NCCCN(C)C.C1C=CC2N(O)N=NC=2C=1, predict the reaction product. The product is: [Br:21][C:22]1[CH:26]=[CH:25][S:24][C:23]=1[C:27]([N:11]1[CH2:12][CH2:13][N:8]([CH2:1][C:2]2[CH:3]=[CH:4][CH:5]=[CH:6][CH:7]=2)[CH2:9][C@H:10]1[CH2:14][C:15]1[CH:20]=[CH:19][CH:18]=[CH:17][CH:16]=1)=[O:28]. (3) Given the reactants [CH3:1][N:2]1[C:6]2[S:7][C:8](C(O)=O)=[CH:9][C:5]=2[C:4]([CH3:13])=[N:3]1.N1C2C(=CC=CC=2)C=CC=1, predict the reaction product. The product is: [CH3:1][N:2]1[C:6]2[S:7][CH:8]=[CH:9][C:5]=2[C:4]([CH3:13])=[N:3]1. (4) Given the reactants Cl[C:2]([C:4]1[CH:5]=[C:6]2[C:11](=[CH:12][CH:13]=1)[C:9](=[O:10])[O:8][CH2:7]2)=[O:3].[H][H], predict the reaction product. The product is: [CH:2]([C:4]1[CH:5]=[C:6]2[C:11](=[CH:12][CH:13]=1)[C:9](=[O:10])[O:8][CH2:7]2)=[O:3]. (5) Given the reactants [NH2:1][C:2]1[C:3]([OH:11])=[C:4]([CH:8]=[CH:9][CH:10]=1)[C:5]([OH:7])=[O:6].[CH2:12](C(CC)(CC)C([O-])([O-])[O-])[CH3:13], predict the reaction product. The product is: [CH3:12][C:13]1[O:11][C:3]2[C:4]([C:5]([OH:7])=[O:6])=[CH:8][CH:9]=[CH:10][C:2]=2[N:1]=1.